This data is from Full USPTO retrosynthesis dataset with 1.9M reactions from patents (1976-2016). The task is: Predict the reactants needed to synthesize the given product. (1) Given the product [C:25]([CH2:27][C:28]([N:20]1[CH2:19][CH:18]2[CH2:22][CH:15]([NH:14][C:12]3[C:11]([C:23]#[N:24])=[CH:10][N:9]=[C:8]([NH:7][C:42]4[CH:41]=[N:46][N:47]([CH3:55])[CH:43]=4)[N:13]=3)[CH2:16][CH:17]2[CH2:21]1)=[O:30])#[N:26], predict the reactants needed to synthesize it. The reactants are: CN1C=CC([NH:7][C:8]2[N:13]=[C:12]([NH:14][CH:15]3[CH2:22][CH:18]4[CH2:19][NH:20][CH2:21][CH:17]4[CH2:16]3)[C:11]([C:23]#[N:24])=[CH:10][N:9]=2)=N1.[C:25]([CH2:27][C:28]([OH:30])=O)#[N:26].CN(C(ON1[N:47]=[N:46][C:41]2[CH:42]=[CH:43]C=NC1=2)=[N+](C)C)C.F[P-](F)(F)(F)(F)F.[CH2:55](N(CC)CC)C. (2) Given the product [Si:3]([O:10][CH2:11][C:12]1[N:13]=[C:14]([C:17](=[O:19])[CH3:18])[O:15][CH:16]=1)([C:6]([CH3:9])([CH3:7])[CH3:8])([CH3:5])[CH3:4], predict the reactants needed to synthesize it. The reactants are: N#N.[Si:3]([O:10][CH2:11][C:12]1[N:13]=[C:14]([CH:17]([OH:19])[CH3:18])[O:15][CH:16]=1)([C:6]([CH3:9])([CH3:8])[CH3:7])([CH3:5])[CH3:4].